Task: Predict the product of the given reaction.. Dataset: Forward reaction prediction with 1.9M reactions from USPTO patents (1976-2016) (1) Given the reactants [F:1][C:2]1[CH:34]=[CH:33][C:5]([CH2:6][N:7]2[C:16](=[O:17])[C:15]([C:18]3[NH:23][C:22]4[CH:24]=[CH:25][C:26](I)=[CH:27][C:21]=4[S:20](=[O:30])(=[O:29])[N:19]=3)=[C:14]([OH:31])[C@H:13]3[C@@H:8]2[C@H:9]2[CH2:32][C@@H:12]3[CH2:11][CH2:10]2)=[CH:4][CH:3]=1.[N:35]1[CH:40]=[CH:39][CH:38]=[C:37]([S:41]([NH2:44])(=[O:43])=[O:42])[CH:36]=1.N(CC(O)=O)C.P([O-])([O-])([O-])=O.[K+].[K+].[K+], predict the reaction product. The product is: [F:1][C:2]1[CH:34]=[CH:33][C:5]([CH2:6][N:7]2[C:16](=[O:17])[C:15]([C:18]3[NH:23][C:22]4[CH:24]=[CH:25][C:26]([NH:44][S:41]([C:37]5[CH:36]=[N:35][CH:40]=[CH:39][CH:38]=5)(=[O:43])=[O:42])=[CH:27][C:21]=4[S:20](=[O:30])(=[O:29])[N:19]=3)=[C:14]([OH:31])[C@H:13]3[C@@H:8]2[C@H:9]2[CH2:32][C@@H:12]3[CH2:11][CH2:10]2)=[CH:4][CH:3]=1. (2) Given the reactants [CH:1]1[O:2][CH:3]=[CH:4][C:5]2[C:6]=1[CH:7]=[CH:8][CH:9]=2.C(=O)([O-])[O-].[Cs+].[Cs+].[C:16]([NH:24][C:25]1[CH:37]=[C:36]([CH:38]=[CH2:39])[CH:35]=[CH:34][C:26]=1[C:27]([O:29]C(C)(C)C)=[O:28])(=[O:23])[C:17]1[CH:22]=[CH:21][CH:20]=[CH:19][CH:18]=1.C(O)(=O)CC(CC(O)=O)(C(O)=O)O, predict the reaction product. The product is: [C:16]([NH:24][C:25]1[CH:37]=[C:36](/[CH:38]=[CH:39]/[C:9]2[CH:5]=[CH:4][C:3]3[O:2][CH:1]=[CH:6][C:7]=3[CH:8]=2)[CH:35]=[CH:34][C:26]=1[C:27]([OH:29])=[O:28])(=[O:23])[C:17]1[CH:18]=[CH:19][CH:20]=[CH:21][CH:22]=1. (3) Given the reactants [Br:1][C:2]1[CH:3]=[C:4]2[C:9](=[CH:10][CH:11]=1)[NH:8][C:7](=[S:12])[N:6]([C:13]1[C:18]([F:19])=[CH:17][CH:16]=[CH:15][C:14]=1[F:20])[C:5]2=[O:21].[C:22]([O-])([O-])=O.[K+].[K+].CI, predict the reaction product. The product is: [Br:1][C:2]1[CH:3]=[C:4]2[C:9](=[CH:10][CH:11]=1)[N:8]=[C:7]([S:12][CH3:22])[N:6]([C:13]1[C:14]([F:20])=[CH:15][CH:16]=[CH:17][C:18]=1[F:19])[C:5]2=[O:21]. (4) Given the reactants [NH2:1][C@H:2]1[CH2:7][CH2:6][N:5]([C:8]([O:10][C:11]([CH3:14])([CH3:13])[CH3:12])=[O:9])[CH2:4][C@H:3]1[C:15]1[CH:20]=[CH:19][CH:18]=[CH:17][CH:16]=1.[OH:21][C:22]1[CH:29]=[CH:28][C:27]([N:30]2[C:34]([C:35]([F:38])([F:37])[F:36])=[N:33][N:32]=[N:31]2)=[CH:26][C:23]=1[CH:24]=O.C(Cl)Cl.[BH-](OC(C)=O)(OC(C)=O)OC(C)=O.[Na+], predict the reaction product. The product is: [OH:21][C:22]1[CH:29]=[CH:28][C:27]([N:30]2[C:34]([C:35]([F:38])([F:37])[F:36])=[N:33][N:32]=[N:31]2)=[CH:26][C:23]=1[CH2:24][NH:1][C@H:2]1[CH2:7][CH2:6][N:5]([C:8]([O:10][C:11]([CH3:14])([CH3:13])[CH3:12])=[O:9])[CH2:4][C@H:3]1[C:15]1[CH:16]=[CH:17][CH:18]=[CH:19][CH:20]=1. (5) Given the reactants [NH2:1][C:2]1[NH:6][N:5]=[C:4]([NH:7][C:8]2[CH:13]=[CH:12][C:11]([N:14]3[CH2:19][CH2:18][CH:17]([Cl:20])[CH2:16][CH2:15]3)=[CH:10][CH:9]=2)[C:3]=1[C:21]([NH2:23])=[O:22].[CH3:24][C:25]1[CH:26]=[C:27]([CH:30]=[C:31]([CH3:34])[C:32]=1[OH:33])[CH:28]=O.[BH4-].[Na+].O, predict the reaction product. The product is: [Cl:20][CH:17]1[CH2:16][CH2:15][N:14]([C:11]2[CH:12]=[CH:13][C:8]([NH:7][C:4]3[C:3]([C:21]([NH2:23])=[O:22])=[C:2]([NH:1][CH2:28][C:27]4[CH:30]=[C:31]([CH3:34])[C:32]([OH:33])=[C:25]([CH3:24])[CH:26]=4)[NH:6][N:5]=3)=[CH:9][CH:10]=2)[CH2:19][CH2:18]1. (6) Given the reactants Cl.O.[NH:3]1[CH2:8][CH2:7][C:6](=[O:9])[CH2:5][CH2:4]1.C(N(C(C)C)CC)(C)C.[F:19][C:20]1[CH:21]=[C:22]([N+:27]([O-:29])=[O:28])[CH:23]=[CH:24][C:25]=1F, predict the reaction product. The product is: [F:19][C:20]1[CH:21]=[C:22]([N+:27]([O-:29])=[O:28])[CH:23]=[CH:24][C:25]=1[N:3]1[CH2:8][CH2:7][C:6](=[O:9])[CH2:5][CH2:4]1. (7) The product is: [CH2:1]([O:3][C:4]([C:6]1([C:9]2[CH:14]=[CH:13][C:12]([C:15]3[CH:20]=[CH:19][C:18]([C:21]4[O:25][N:24]=[C:23]([CH3:26])[C:22]=4[NH:27][C:28]4[CH:33]=[CH:32][CH:31]=[C:30]([C:40]5[CH:39]=[CH:38][CH:37]=[C:36]([F:35])[CH:41]=5)[N:29]=4)=[CH:17][CH:16]=3)=[CH:11][CH:10]=2)[CH2:8][CH2:7]1)=[O:5])[CH3:2]. Given the reactants [CH2:1]([O:3][C:4]([C:6]1([C:9]2[CH:14]=[CH:13][C:12]([C:15]3[CH:20]=[CH:19][C:18]([C:21]4[O:25][N:24]=[C:23]([CH3:26])[C:22]=4[NH:27][C:28]4[CH:33]=[CH:32][CH:31]=[C:30](Br)[N:29]=4)=[CH:17][CH:16]=3)=[CH:11][CH:10]=2)[CH2:8][CH2:7]1)=[O:5])[CH3:2].[F:35][C:36]1[CH:37]=[C:38](B(O)O)[CH:39]=[CH:40][CH:41]=1, predict the reaction product. (8) The product is: [CH2:43]([O:42][C:40]([C:39]1[C:35]([I:34])=[N:36][N:37]([CH2:54][CH:53]([NH:56][C:57]([O:58][C:59]([CH3:60])([CH3:62])[CH3:61])=[O:63])[CH:50]2[CH2:51][CH2:52]2)[C:38]=1[C:45]([O:47][CH2:48][CH3:49])=[O:46])=[O:41])[CH3:44]. Given the reactants C1C=CC(P(C2C=CC=CC=2)C2C=CC=CC=2)=CC=1.CC(OC(/N=N/C(OC(C)C)=O)=O)C.[I:34][C:35]1[C:39]([C:40]([O:42][CH2:43][CH3:44])=[O:41])=[C:38]([C:45]([O:47][CH2:48][CH3:49])=[O:46])[NH:37][N:36]=1.[CH:50]1([CH:53]([NH:56][C:57](=[O:63])[O:58][C:59]([CH3:62])([CH3:61])[CH3:60])[CH2:54]O)[CH2:52][CH2:51]1, predict the reaction product. (9) Given the reactants [CH:1]1([C@@H:4]2[O:15][CH2:14][C@:7]3([C:16]4[CH:21]=[CH:20][C:19]([F:22])=[CH:18][C:17]=4[F:23])[NH:8][O:9][C@@H:10]([CH2:11][O:12][CH3:13])[C@@H:6]3[CH2:5]2)[CH2:3][CH2:2]1, predict the reaction product. The product is: [NH2:8][C@@:7]1([C:16]2[CH:21]=[CH:20][C:19]([F:22])=[CH:18][C:17]=2[F:23])[CH2:14][O:15][C@@H:4]([CH:1]2[CH2:3][CH2:2]2)[CH2:5][C@H:6]1[C@@H:10]([OH:9])[CH2:11][O:12][CH3:13]. (10) Given the reactants C(OC([C@@H:8]([CH2:43][C:44]1[CH:49]=[CH:48][C:47]([C:50]([F:53])([F:52])[F:51])=[CH:46][CH:45]=1)[CH2:9][N:10]([C:36]([O:38][C:39]([CH3:42])([CH3:41])[CH3:40])=[O:37])[C:11]1[S:15][C:14]([C:16]2[CH:17]=[CH:18][C:19]([N+:33]([O-:35])=[O:34])=[C:20]([CH:22](C(OCC)=O)[C:23]([O:25][CH2:26][CH3:27])=[O:24])[CH:21]=2)=[N:13][N:12]=1)=O)(C)(C)C.[Cl-].[Li+].[OH2:56].CS(C)=O, predict the reaction product. The product is: [C:39]([O:38][C:36]([N:10]([CH2:9][C@@H:8]([NH:10][C:36]([O:38][C:39]([CH3:42])([CH3:41])[CH3:40])=[O:56])[CH2:43][C:44]1[CH:45]=[CH:46][C:47]([C:50]([F:52])([F:53])[F:51])=[CH:48][CH:49]=1)[C:11]1[S:15][C:14]([C:16]2[CH:17]=[CH:18][C:19]([N+:33]([O-:35])=[O:34])=[C:20]([CH2:22][C:23]([O:25][CH2:26][CH3:27])=[O:24])[CH:21]=2)=[N:13][N:12]=1)=[O:37])([CH3:41])([CH3:42])[CH3:40].